From a dataset of Experimentally validated miRNA-target interactions with 360,000+ pairs, plus equal number of negative samples. Binary Classification. Given a miRNA mature sequence and a target amino acid sequence, predict their likelihood of interaction. (1) The miRNA is hsa-miR-6069 with sequence GGGCUAGGGCCUGCUGCCCCC. The protein sequence of the target gene is MWPLTALLLLVPSSGQAATLEKPILSLHPPWTTIFKGERVTLKCDGYHPLLLELQPISTLWYLGHLLLPSHKKSIEVQTPGVYRCQTRGAPVSDPIHLSVSNDWLILQVPYAPVFEGEPLVLRCRGWYDKVVYKLHYYHDGQAVRYFHSSANYTVLQARASDSGRYQCSGTMRIPVESAPMFSAKVAVTVQELFRAPVLRVMGPREARGAALGGVVLRCDTRLHPQKRDTPLQFAFYKYSRAVRRFDWGAEYTVPEPEVEELESYWCEAATATRSVRKRSPWLQLPGPGSPLDPASTTAP.... Result: 0 (no interaction). (2) The miRNA is hsa-miR-1256 with sequence AGGCAUUGACUUCUCACUAGCU. The protein sequence of the target gene is MSPGSGVKSEYMKRYQEPRWEEYGPCYRELLHYRLGRRLLEQAHAPWLWDDWGPAGSSEDSASSESSGAGGPAPRCAPPSPPPPVEPATQEEAERRARGAPEEQDAEAGDAEAEDAEDAALPALPVKDVEDKPEQQTRTRETDKSPTSTEPRQQPSALFARGNRKAVKSPQRSSSKIKENKHPFALYGWGEKQTDTGSQKTHNVCASAPVHEIHESALRAKNRRQVEKRKLVAQRQRAHSVDVEKNRKMKASSSENPWMTEYMRCYSARA. Result: 0 (no interaction).